From a dataset of Catalyst prediction with 721,799 reactions and 888 catalyst types from USPTO. Predict which catalyst facilitates the given reaction. (1) Reactant: [CH2:1]([O:3][C:4](=[O:32])[CH2:5][O:6][C:7]1[CH:12]=[C:11]([CH:13]([CH3:15])[CH3:14])[CH:10]=[CH:9][C:8]=1[CH2:16][CH2:17][NH:18][S:19]([C:22]1[CH:27]=[C:26]([C:28]#[N:29])[CH:25]=[CH:24][C:23]=1[O:30]C)(=[O:21])=[O:20])[CH3:2].[Cl-].[Li+]. Product: [C:28]([C:26]1[CH:25]=[CH:24][C:23]([OH:30])=[C:22]([S:19]([NH:18][CH2:17][CH2:16][C:8]2[CH:9]=[CH:10][C:11]([CH:13]([CH3:15])[CH3:14])=[CH:12][C:7]=2[O:6][CH2:5][C:4]([O:3][CH2:1][CH3:2])=[O:32])(=[O:20])=[O:21])[CH:27]=1)#[N:29]. The catalyst class is: 9. (2) Reactant: C([C:3]1[N:8]([CH2:9][C:10]2[CH:15]=[CH:14][C:13]([C:16]3[CH:21]=[CH:20][CH:19]=[CH:18][CH:17]=3)=[CH:12][CH:11]=2)[CH:7]2[CH2:22][CH2:23][CH2:24][CH:6]2[C:5](=[O:25])[C:4]=1[C:26]([O-:28])=[O:27])C.[OH-].[Na+].Cl. Product: [C:13]1([C:16]2[CH:17]=[CH:18][CH:19]=[CH:20][CH:21]=2)[CH:12]=[CH:11][C:10]([CH2:9][N:8]2[CH:3]=[C:4]([C:26]([OH:28])=[O:27])[C:5](=[O:25])[C:6]3[CH2:24][CH2:23][CH2:22][C:7]2=3)=[CH:15][CH:14]=1. The catalyst class is: 8. (3) Reactant: Cl[C:2]1[C:3]2[C:4](=[CH:14][N:15](CC3C=CC(OC)=CC=3)[N:16]=2)[N:5]=[C:6]([C:8]2[CH:13]=[CH:12][N:11]=[CH:10][CH:9]=2)[N:7]=1.[O:26]1[CH2:31][CH2:30][N:29]([C:32]2[CH:38]=[CH:37][C:35]([NH2:36])=[CH:34][CH:33]=2)[CH2:28][CH2:27]1.Cl. Product: [O:26]1[CH2:27][CH2:28][N:29]([C:32]2[CH:33]=[CH:34][C:35]([NH:36][C:2]3[C:3]4[NH:16][N:15]=[CH:14][C:4]=4[N:5]=[C:6]([C:8]4[CH:9]=[CH:10][N:11]=[CH:12][CH:13]=4)[N:7]=3)=[CH:37][CH:38]=2)[CH2:30][CH2:31]1. The catalyst class is: 71. (4) Reactant: O.[OH-].[Li+].C([O:6][C:7](=[O:33])[CH:8]([O:30][CH2:31][CH3:32])[CH2:9][C:10]1[CH:15]=[CH:14][CH:13]=[C:12]([O:16][CH2:17][CH2:18][C:19]2[CH:24]=[CH:23][C:22]([O:25][S:26]([CH3:29])(=[O:28])=[O:27])=[CH:21][CH:20]=2)[CH:11]=1)C. Product: [CH2:31]([O:30][CH:8]([CH2:9][C:10]1[CH:15]=[CH:14][CH:13]=[C:12]([O:16][CH2:17][CH2:18][C:19]2[CH:24]=[CH:23][C:22]([O:25][S:26]([CH3:29])(=[O:27])=[O:28])=[CH:21][CH:20]=2)[CH:11]=1)[C:7]([OH:33])=[O:6])[CH3:32]. The catalyst class is: 132. (5) Reactant: [Cl:1][C:2]1[CH:3]=[N:4][CH:5]=[C:6]([Cl:26])[C:7]=1[NH:8][C:9]1[NH:10][C:11]2[C:17]3[CH2:18][C:19]([CH3:22])([CH3:21])[O:20][C:16]=3[C:15]([C:23]([OH:25])=O)=[CH:14][C:12]=2[N:13]=1.F[B-](F)(F)F.[N:32]1(OC(N(C)C)=[N+](C)C)[C:36]2[CH:37]=[CH:38][CH:39]=CC=2N=N1.CN(C=O)C.C1(CN)CC1. Product: [CH:37]1([CH2:36][NH:32][C:23]([C:15]2[C:16]3[O:20][C:19]([CH3:22])([CH3:21])[CH2:18][C:17]=3[C:11]3[NH:10][C:9]([NH:8][C:7]4[C:6]([Cl:26])=[CH:5][N:4]=[CH:3][C:2]=4[Cl:1])=[N:13][C:12]=3[CH:14]=2)=[O:25])[CH2:39][CH2:38]1. The catalyst class is: 1. (6) Reactant: C(OC([N:8]1[CH2:12][C@@H:11]([C:13]2[CH:18]=[CH:17][CH:16]=[CH:15][CH:14]=2)[C@H:10]([CH2:19][O:20][C:21]2[CH:26]=[C:25]([C:27]([F:30])([F:29])[F:28])[CH:24]=[C:23]([C:31]([F:34])([F:33])[F:32])[CH:22]=2)[CH2:9]1)=O)(C)(C)C.[F:35][C:36]([F:41])([F:40])[C:37]([OH:39])=[O:38].Cl. Product: [F:35][C:36]([F:41])([F:40])[C:37]([OH:39])=[O:38].[F:33][C:31]([F:32])([F:34])[C:23]1[CH:22]=[C:21]([CH:26]=[C:25]([C:27]([F:30])([F:28])[F:29])[CH:24]=1)[O:20][CH2:19][C@H:10]1[C@H:11]([C:13]2[CH:14]=[CH:15][CH:16]=[CH:17][CH:18]=2)[CH2:12][NH:8][CH2:9]1. The catalyst class is: 5. (7) Reactant: [F:1][C:2]1[CH:3]=[C:4]([C@:13]([NH:24][S@@:25]([C:27]([CH3:30])([CH3:29])[CH3:28])=[O:26])([C:17]2[C:22](F)=[CH:21][CH:20]=[CH:19][N:18]=2)[CH2:14][CH2:15][OH:16])[CH:5]=[CH:6][C:7]=1[O:8][C:9]([F:12])([F:11])[F:10]. Product: [F:1][C:2]1[CH:3]=[C:4]([C@:13]2([NH:24][S@@:25]([C:27]([CH3:28])([CH3:30])[CH3:29])=[O:26])[C:17]3=[N:18][CH:19]=[CH:20][CH:21]=[C:22]3[O:16][CH2:15][CH2:14]2)[CH:5]=[CH:6][C:7]=1[O:8][C:9]([F:11])([F:12])[F:10]. The catalyst class is: 6.